This data is from Full USPTO retrosynthesis dataset with 1.9M reactions from patents (1976-2016). The task is: Predict the reactants needed to synthesize the given product. (1) Given the product [ClH:27].[NH2:1][C:2]1[N:7]=[C:6]([NH2:8])[C:5]([O:9][CH2:10][CH2:11][CH2:12][O:13][C:14]2[C:23]3[C:18](=[CH:19][CH:20]=[CH:21][CH:22]=3)[N:17]=[C:16]([CH3:24])[CH:15]=2)=[C:4]([CH2:25][CH3:26])[N:3]=1, predict the reactants needed to synthesize it. The reactants are: [NH2:1][C:2]1[N:7]=[C:6]([NH2:8])[C:5]([O:9][CH2:10][CH2:11][CH2:12][O:13][C:14]2[C:23]3[C:18](=[CH:19][CH:20]=[CH:21][CH:22]=3)[N:17]=[C:16]([CH3:24])[CH:15]=2)=[C:4]([CH2:25][CH3:26])[N:3]=1.[ClH:27]. (2) The reactants are: [OH-:1].[K+].O.[OH:4][C:5]1([C:18](N)=[O:19])[C:14]2[C:9](=[C:10]([Cl:17])[CH:11]=[C:12]([O:15][CH3:16])[CH:13]=2)[O:8][CH2:7][CH2:6]1. Given the product [Cl:17][C:10]1[CH:11]=[C:12]([O:15][CH3:16])[CH:13]=[C:14]2[C:9]=1[O:8][CH2:7][CH2:6][C:5]2([C:18]([OH:19])=[O:1])[OH:4], predict the reactants needed to synthesize it. (3) Given the product [Cl:44][C:43]1[C:37]2[O:36][CH:35]([CH2:34][NH2:31])[CH2:39][C:38]=2[C:40]([C:45]([F:48])([F:46])[F:47])=[CH:41][CH:42]=1, predict the reactants needed to synthesize it. The reactants are: CC1C=CC(S(OCC2CC3C(C(F)(F)F)=CC=C(Cl)C=3O2)(=O)=O)=CC=1.[N-]=[N+]=[N-].[Na+].[N:31]([CH2:34][CH:35]1[CH2:39][C:38]2[C:40]([C:45]([F:48])([F:47])[F:46])=[CH:41][CH:42]=[C:43]([Cl:44])[C:37]=2[O:36]1)=[N+]=[N-].[N-]=[N+]=[N-]. (4) Given the product [CH3:32][C:31]1[C:26]([N:23]2[CH2:24][CH2:25][N:20]([C:18]([C:15]3[CH:16]=[CH:17][C:12]([N:5]4[C@@H:4]([CH:1]([CH3:3])[CH3:2])[CH2:8][CH2:7][S:6]4(=[O:10])=[O:9])=[CH:13][C:14]=3[F:34])=[O:19])[CH2:21][CH2:22]2)=[N:27][CH:28]=[C:29]([CH3:33])[CH:30]=1, predict the reactants needed to synthesize it. The reactants are: [CH:1]([C@H:4]1[CH2:8][CH2:7][S:6](=[O:10])(=[O:9])[NH:5]1)([CH3:3])[CH3:2].Br[C:12]1[CH:17]=[CH:16][C:15]([C:18]([N:20]2[CH2:25][CH2:24][N:23]([C:26]3[C:31]([CH3:32])=[CH:30][C:29]([CH3:33])=[CH:28][N:27]=3)[CH2:22][CH2:21]2)=[O:19])=[C:14]([F:34])[CH:13]=1. (5) Given the product [CH3:20][N:21]1[CH:25]=[C:24]([S:26]([N:3]2[CH:7]=[CH:6][C:5](/[CH:8]=[CH:9]/[C:10]([NH:12][O:13][CH:14]3[CH2:19][CH2:18][CH2:17][CH2:16][O:15]3)=[O:11])=[CH:4]2)(=[O:28])=[O:27])[CH:23]=[N:22]1, predict the reactants needed to synthesize it. The reactants are: [H-].[Na+].[NH:3]1[CH:7]=[CH:6][C:5](/[CH:8]=[CH:9]/[C:10]([NH:12][O:13][CH:14]2[CH2:19][CH2:18][CH2:17][CH2:16][O:15]2)=[O:11])=[CH:4]1.[CH3:20][N:21]1[CH2:25][CH:24]([S:26](Cl)(=[O:28])=[O:27])[CH2:23][NH:22]1. (6) Given the product [CH2:11]([N:13]([CH2:17][CH3:18])[C:14](=[O:15])[O:10][C:6]1[CH:7]=[CH:8][CH:9]=[C:4]([Br:3])[CH:5]=1)[CH3:12], predict the reactants needed to synthesize it. The reactants are: [H-].[Na+].[Br:3][C:4]1[CH:5]=[C:6]([OH:10])[CH:7]=[CH:8][CH:9]=1.[CH2:11]([N:13]([CH2:17][CH3:18])[C:14](Cl)=[O:15])[CH3:12]. (7) Given the product [F:1][C:2]1[CH:3]=[C:4]([C:8]2[S:12][C:11]([CH3:13])=[N:10][C:9]=2[C:14]([N:17]2[CH2:22][CH2:21][CH2:20][C@@H:19]([NH:23][C:24]([C:26]3[N:33]4[C:29]([S:30][CH:31]=[CH:32]4)=[N:28][C:27]=3[CH3:34])=[O:25])[CH2:18]2)=[O:16])[CH:5]=[CH:6][CH:7]=1, predict the reactants needed to synthesize it. The reactants are: [F:1][C:2]1[CH:3]=[C:4]([C:8]2[S:12][C:11]([CH3:13])=[N:10][C:9]=2[C:14]([OH:16])=O)[CH:5]=[CH:6][CH:7]=1.[NH:17]1[CH2:22][CH2:21][CH2:20][C@@H:19]([NH:23][C:24]([C:26]2[N:33]3[C:29]([S:30][CH:31]=[CH:32]3)=[N:28][C:27]=2[CH3:34])=[O:25])[CH2:18]1.